Dataset: Reaction yield outcomes from USPTO patents with 853,638 reactions. Task: Predict the reaction yield, written as a fraction of the theoretical maximum amount of product (1.0 means a 100% yield; for example, 0.34 means a 34% yield). (1) The reactants are [NH2:1][C:2]1[CH:3]=[C:4]2[C:20](=[O:21])[NH:19][N:18]=[CH:17][C:6]3=[C:7]([C:11]4[CH:16]=[CH:15][CH:14]=[CH:13][CH:12]=4)[NH:8][C:9]([CH:10]=1)=[C:5]23.[CH3:22][C:23]([O:26][C:27]([N:29]([CH3:42])[C@H:30]([CH2:34][C:35]1[CH:40]=[CH:39][C:38]([OH:41])=[CH:37][CH:36]=1)[C:31](O)=[O:32])=[O:28])([CH3:25])[CH3:24].C(N(CC)CC)C.F[P-](F)(F)(F)(F)F.N1(OC(N(C)C)=[N+](C)C)C2N=CC=CC=2N=N1. The catalyst is C(Cl)Cl.CN(C)C=O. The product is [OH:41][C:38]1[CH:39]=[CH:40][C:35]([CH2:34][C@@H:30]([N:29]([CH3:42])[C:27](=[O:28])[O:26][C:23]([CH3:22])([CH3:25])[CH3:24])[C:31](=[O:32])[NH:1][C:2]2[CH:3]=[C:4]3[C:20](=[O:21])[NH:19][N:18]=[CH:17][C:6]4=[C:7]([C:11]5[CH:12]=[CH:13][CH:14]=[CH:15][CH:16]=5)[NH:8][C:9]([CH:10]=2)=[C:5]34)=[CH:36][CH:37]=1. The yield is 0.780. (2) The catalyst is O.C1(C)C=CC=CC=1.C([O-])(=O)C.[Pd+2].C([O-])(=O)C. The reactants are [C:1]([O:5][C:6]([N:8]1[CH2:15][CH:14]2[O:16][CH:10]([CH2:11][N:12]([C:17]3[CH:18]=[N:19][C:20]([Cl:24])=[C:21](Br)[CH:22]=3)[CH2:13]2)[CH2:9]1)=[O:7])([CH3:4])([CH3:3])[CH3:2].[CH:25]1(B(O)O)[CH2:27][CH2:26]1.C1(P(C2CCCCC2)C2CCCCC2)CCCCC1.P([O-])([O-])([O-])=O.[K+].[K+].[K+]. The yield is 0.595. The product is [C:1]([O:5][C:6]([N:8]1[CH2:15][CH:14]2[O:16][CH:10]([CH2:11][N:12]([C:17]3[CH:18]=[N:19][C:20]([Cl:24])=[C:21]([CH:25]4[CH2:27][CH2:26]4)[CH:22]=3)[CH2:13]2)[CH2:9]1)=[O:7])([CH3:4])([CH3:3])[CH3:2].